This data is from Full USPTO retrosynthesis dataset with 1.9M reactions from patents (1976-2016). The task is: Predict the reactants needed to synthesize the given product. (1) The reactants are: [F:1][C:2]1[CH:7]=[C:6](B2OC(C)(C)C(C)(C)O2)[CH:5]=[CH:4][C:3]=1[C:17]1[N:18]=[CH:19][C:20]([NH2:23])=[N:21][CH:22]=1.Br[C:25]1[CH:30]=[CH:29][CH:28]=[CH:27][C:26]=1[S:31]([N:34]1[CH2:38][CH2:37][C:36]([C:40]2[CH:45]=[CH:44][CH:43]=[CH:42][CH:41]=2)([OH:39])[CH2:35]1)(=[O:33])=[O:32]. Given the product [NH2:23][C:20]1[N:21]=[CH:22][C:17]([C:3]2[CH:4]=[CH:5][C:6]([C:25]3[CH:30]=[CH:29][CH:28]=[CH:27][C:26]=3[S:31]([N:34]3[CH2:38][CH2:37][C:36]([C:40]4[CH:41]=[CH:42][CH:43]=[CH:44][CH:45]=4)([OH:39])[CH2:35]3)(=[O:32])=[O:33])=[CH:7][C:2]=2[F:1])=[N:18][CH:19]=1, predict the reactants needed to synthesize it. (2) Given the product [F:1][CH:2]([C:7]1[CH:16]=[CH:15][C:10]2[C:11](=[O:14])[O:12][CH2:13][C:9]=2[CH:8]=1)[CH:3]=[O:6], predict the reactants needed to synthesize it. The reactants are: [F:1][CH:2]([C:7]1[CH:16]=[CH:15][C:10]2[C:11](=[O:14])[O:12][CH2:13][C:9]=2[CH:8]=1)[CH:3]([OH:6])CO.C(Cl)(Cl)(Cl)Cl.O.CC(O)(C)C. (3) Given the product [C:31]1([NH:37][C:38](=[O:61])[NH:39][C:40]2[CH:41]=[CH:42][C:43]([C:46]3[O:50][C:49]([CH:51]4[CH2:52][CH2:53][CH:54]([C:57]([OH:59])=[O:58])[CH2:55][CH2:56]4)=[N:48][CH:47]=3)=[CH:44][CH:45]=2)[CH:32]=[CH:33][CH:34]=[CH:35][CH:36]=1, predict the reactants needed to synthesize it. The reactants are: FC(F)(F)C1C=C(NC(=O)NC2C=CC(C3SC(CCC(O)=O)=NC=3)=CC=2)C=CC=1.[C:31]1([NH:37][C:38](=[O:61])[NH:39][C:40]2[CH:45]=[CH:44][C:43]([C:46]3[O:50][C:49]([CH:51]4[CH2:56][CH2:55][CH:54]([C:57]([O:59]C)=[O:58])[CH2:53][CH2:52]4)=[N:48][CH:47]=3)=[CH:42][CH:41]=2)[CH:36]=[CH:35][CH:34]=[CH:33][CH:32]=1. (4) Given the product [NH:7]=[C:5]([N:15]([C:13](=[O:14])[C:12]1[CH:17]=[CH:18][C:9]([F:8])=[CH:10][CH:11]=1)[NH2:16])[CH3:6], predict the reactants needed to synthesize it. The reactants are: Cl.C(O[C:5](=[NH:7])[CH3:6])C.[F:8][C:9]1[CH:18]=[CH:17][C:12]([C:13]([NH:15][NH2:16])=[O:14])=[CH:11][CH:10]=1. (5) The reactants are: Cl.Cl.[C:3](=[NH:9])([NH2:8])[CH2:4][C:5](=[NH:7])[NH2:6].C[O-].[Na+].[F:13][C:14]1[CH:34]=[CH:33][CH:32]=[CH:31][C:15]=1[CH2:16][C:17]1[N:18]=[C:19]([C:26](OCC)=O)[N:20]2[CH:25]=[CH:24][CH:23]=[N:22][C:21]=12. Given the product [F:13][C:14]1[CH:34]=[CH:33][CH:32]=[CH:31][C:15]=1[CH2:16][C:17]1[N:18]=[C:19]([C:26]2[N:9]=[C:3]([NH2:8])[CH:4]=[C:5]([NH2:6])[N:7]=2)[N:20]2[CH:25]=[CH:24][CH:23]=[N:22][C:21]=12, predict the reactants needed to synthesize it. (6) Given the product [Cl:16][C:17]1[N:21]=[C:20]([CH3:22])[N:19]([C:8]2[N:13]=[CH:12][C:11]([C:14]#[N:15])=[CH:10][CH:9]=2)[CH:18]=1, predict the reactants needed to synthesize it. The reactants are: C(=O)([O-])[O-].[K+].[K+].Cl[C:8]1[N:13]=[CH:12][C:11]([C:14]#[N:15])=[CH:10][CH:9]=1.[Cl:16][C:17]1[NH:21][C:20]([CH3:22])=[N:19][CH:18]=1. (7) Given the product [NH2:17][CH2:16][C@@H:15]([NH:14][C:12]([C:9]1[S:10][CH:11]=[C:7]([C:6]2[N:5]([CH2:39][CH3:40])[N:4]=[CH:3][C:2]=2[Cl:1])[CH:8]=1)=[O:13])[CH2:28][C:29]1[CH:34]=[CH:33][CH:32]=[CH:31][C:30]=1[C:35]([F:38])([F:37])[F:36], predict the reactants needed to synthesize it. The reactants are: [Cl:1][C:2]1[CH:3]=[N:4][N:5]([CH2:39][CH3:40])[C:6]=1[C:7]1[CH:8]=[C:9]([C:12]([NH:14][C@@H:15]([CH2:28][C:29]2[CH:34]=[CH:33][CH:32]=[CH:31][C:30]=2[C:35]([F:38])([F:37])[F:36])[CH2:16][N:17]2C(=O)C3C(=CC=CC=3)C2=O)=[O:13])[S:10][CH:11]=1.NN. (8) Given the product [Br:10][C:8]1[CH:9]=[C:4]2[C:5](=[C:6]([Br:11])[CH:7]=1)[NH:12][C:13](=[O:27])[C:14]([C:16]1[CH:21]=[CH:20][C:19]([O:22][CH3:23])=[C:18]([N+:24]([O-:26])=[O:25])[CH:17]=1)([CH3:15])[C:3]2=[O:2], predict the reactants needed to synthesize it. The reactants are: C[O:2][C:3](=O)[C:4]1[CH:9]=[C:8]([Br:10])[CH:7]=[C:6]([Br:11])[C:5]=1[NH:12][C:13](=[O:27])[CH:14]([C:16]1[CH:21]=[CH:20][C:19]([O:22][CH3:23])=[C:18]([N+:24]([O-:26])=[O:25])[CH:17]=1)[CH3:15].[Li+].C[Si]([N-][Si](C)(C)C)(C)C.CCCCCC.